From a dataset of Retrosynthesis with 50K atom-mapped reactions and 10 reaction types from USPTO. Predict the reactants needed to synthesize the given product. Given the product CNC(=O)c1c(NC(=O)CCn2cc(C=O)c(C(F)(F)F)n2)sc2c1CCCC2, predict the reactants needed to synthesize it. The reactants are: CNC(=O)c1c(NC(=O)CCCl)sc2c1CCCC2.O=Cc1c[nH]nc1C(F)(F)F.